Dataset: Full USPTO retrosynthesis dataset with 1.9M reactions from patents (1976-2016). Task: Predict the reactants needed to synthesize the given product. (1) Given the product [C:17]([C:15]1[CH:14]=[N:13][N:12]([C:10]2[NH:9][C:8]3[CH:28]=[CH:29][C:5]([C:3]([OH:4])=[O:2])=[CH:6][C:7]=3[N:11]=2)[CH:16]=1)([OH:19])=[O:18], predict the reactants needed to synthesize it. The reactants are: C[O:2][C:3]([C:5]1[CH:29]=[CH:28][C:8]2[N:9](COCCOC)[C:10]([N:12]3[CH:16]=[C:15]([C:17]([O:19]CC)=[O:18])[CH:14]=[N:13]3)=[N:11][C:7]=2[CH:6]=1)=[O:4].Cl. (2) Given the product [NH2:1][C:4]1[CH:5]=[C:6]([CH2:14][OH:15])[CH:7]=[C:8]([C:10]([F:11])([F:12])[F:13])[CH:9]=1, predict the reactants needed to synthesize it. The reactants are: [N+:1]([C:4]1[CH:5]=[C:6]([CH2:14][OH:15])[CH:7]=[C:8]([C:10]([F:13])([F:12])[F:11])[CH:9]=1)([O-])=O.Cl.O.O.Cl[Sn]Cl.C([O-])(O)=O.[Na+]. (3) Given the product [NH2:18][C@:14]1([CH2:15][OH:16])[CH2:20][CH2:21][C@H:12]([C:7]2[CH:8]=[C:9]3[C:4](=[CH:5][CH:6]=2)[CH2:3][CH:2]([OH:1])[CH2:11][CH2:10]3)[CH2:13]1, predict the reactants needed to synthesize it. The reactants are: [OH:1][CH:2]1[CH2:11][CH2:10][C:9]2[CH:8]=[C:7]([C@H:12]3[CH2:21][CH2:20][C@@:14]4([NH:18]C(=O)[O:16][CH2:15]4)[CH2:13]3)[CH:6]=[CH:5][C:4]=2[CH2:3]1.[OH-].[Na+]. (4) Given the product [CH3:12][C:10]1[C:9]2[C:4](=[C:5]([CH3:13])[CH:6]=[CH:7][CH:8]=2)[N:3]=[C:2]([C:22]#[C:21][C:17]2[N:18]([CH3:20])[N:31]=[C:15]([N:25]3[CH2:26][CH2:27][CH2:24][CH2:23]3)[N:16]=2)[N:11]=1, predict the reactants needed to synthesize it. The reactants are: Cl[C:2]1[N:11]=[C:10]([CH3:12])[C:9]2[C:4](=[C:5]([CH3:13])[CH:6]=[CH:7][CH:8]=2)[N:3]=1.Br[C:15]1[N:16]=[C:17]([C:21]#[CH:22])[N:18]([CH3:20])C=1.[CH2:23]([N:25](CC)[CH2:26][CH3:27])[CH3:24].C[N:31](C=O)C. (5) Given the product [O:40]=[C:37]1[NH:38][N:39]=[C:34]([C:31]2[CH:32]=[CH:33][C:28]([N:26]3[C:5]([C:7]4[C:12](=[O:13])[CH:11]=[CH:10][N:9]([C:14]5[CH:19]=[CH:18][CH:17]=[C:16]([O:20][C:21]([F:24])([F:23])[F:22])[CH:15]=5)[N:8]=4)=[CH:4][CH:3]=[N:2]3)=[CH:29][CH:30]=2)[CH2:35][CH2:36]1, predict the reactants needed to synthesize it. The reactants are: C[N:2](C)/[CH:3]=[CH:4]/[C:5]([C:7]1[C:12](=[O:13])[CH:11]=[CH:10][N:9]([C:14]2[CH:19]=[CH:18][CH:17]=[C:16]([O:20][C:21]([F:24])([F:23])[F:22])[CH:15]=2)[N:8]=1)=O.[NH:26]([C:28]1[CH:33]=[CH:32][C:31]([C:34]2[CH2:35][CH2:36][C:37](=[O:40])[NH:38][N:39]=2)=[CH:30][CH:29]=1)N. (6) Given the product [CH3:3][C:4]1[C:12]2[N:11]([CH2:21][C:22]([C:25]3[CH:30]=[CH:29][N:28]=[CH:27][CH:26]=3)([OH:23])[CH3:24])[C:10]3[CH2:13][CH2:14][N:15]4[CH:19]([C:9]=3[C:8]=2[CH:7]=[C:6]([CH3:20])[CH:5]=1)[CH2:18][CH2:17][CH2:16]4, predict the reactants needed to synthesize it. The reactants are: [H-].[Na+].[CH3:3][C:4]1[C:12]2[NH:11][C:10]3[CH2:13][CH2:14][N:15]4[CH:19]([C:9]=3[C:8]=2[CH:7]=[C:6]([CH3:20])[CH:5]=1)[CH2:18][CH2:17][CH2:16]4.[CH3:21][C:22]1([C:25]2[CH:30]=[CH:29][N:28]=[CH:27][CH:26]=2)[CH2:24][O:23]1. (7) Given the product [N:10]12[CH2:11][CH2:12][CH:13]([CH2:14][CH2:15]1)[C@@H:8]([O:7][C:5](=[O:6])[CH:4]([NH2:3])[C:16]1[CH:21]=[CH:20][CH:19]=[CH:18][CH:17]=1)[CH2:9]2, predict the reactants needed to synthesize it. The reactants are: Cl.Cl.[NH2:3][CH:4]([C:16]1[CH:21]=[CH:20][CH:19]=[CH:18][CH:17]=1)[C:5]([O:7][C@@H:8]1[CH:13]2[CH2:14][CH2:15][N:10]([CH2:11][CH2:12]2)[CH2:9]1)=[O:6].[NH4+].[OH-].